From a dataset of Peptide-MHC class II binding affinity with 134,281 pairs from IEDB. Regression. Given a peptide amino acid sequence and an MHC pseudo amino acid sequence, predict their binding affinity value. This is MHC class II binding data. (1) The peptide sequence is STNIRQAGVQYSR. The MHC is DRB4_0101 with pseudo-sequence DRB4_0103. The binding affinity (normalized) is 0.560. (2) The peptide sequence is APADDKFTVFEAAFN. The MHC is DRB1_1501 with pseudo-sequence DRB1_1501. The binding affinity (normalized) is 0.341. (3) The peptide sequence is KEKVYLSWVPAHKGIGGNE. The MHC is DRB3_0202 with pseudo-sequence DRB3_0202. The binding affinity (normalized) is 0.592. (4) The peptide sequence is FHTMWHVTRGAVLMY. The MHC is DRB1_0701 with pseudo-sequence DRB1_0701. The binding affinity (normalized) is 0.979. (5) The peptide sequence is EKKYFAATQFEPLAN. The MHC is DRB1_1001 with pseudo-sequence DRB1_1001. The binding affinity (normalized) is 0.639. (6) The binding affinity (normalized) is 0.514. The peptide sequence is NAVSLCILTINAVASKK. The MHC is HLA-DQA10601-DQB10402 with pseudo-sequence HLA-DQA10601-DQB10402. (7) The peptide sequence is NIRQAGVQY. The MHC is DRB1_1101 with pseudo-sequence DRB1_1101. The binding affinity (normalized) is 0.